From a dataset of Full USPTO retrosynthesis dataset with 1.9M reactions from patents (1976-2016). Predict the reactants needed to synthesize the given product. (1) Given the product [CH3:1][O:2][C:3]1[CH:4]=[C:5]([CH:19]=[CH:20][C:21]=1[O:22][CH3:23])[CH2:6][O:7][C:8]1[CH:17]=[CH:16][C:11]([C:12]([OH:14])=[O:13])=[CH:10][C:9]=1[Cl:18], predict the reactants needed to synthesize it. The reactants are: [CH3:1][O:2][C:3]1[CH:4]=[C:5]([CH:19]=[CH:20][C:21]=1[O:22][CH3:23])[CH2:6][O:7][C:8]1[CH:17]=[CH:16][C:11]([C:12]([O:14]C)=[O:13])=[CH:10][C:9]=1[Cl:18]. (2) Given the product [CH2:23]([O:1][C:2]1[C:3](=[O:22])[CH:4]=[C:5]([CH2:10][NH:11][S:12]([C:15]2[CH:20]=[CH:19][CH:18]=[CH:17][C:16]=2[CH3:21])(=[O:14])=[O:13])[O:6][C:7]=1[CH2:8][OH:9])[C:24]1[CH:29]=[CH:28][CH:27]=[CH:26][CH:25]=1, predict the reactants needed to synthesize it. The reactants are: [OH:1][C:2]1[C:3](=[O:22])[CH:4]=[C:5]([CH2:10][NH:11][S:12]([C:15]2[CH:20]=[CH:19][CH:18]=[CH:17][C:16]=2[CH3:21])(=[O:14])=[O:13])[O:6][C:7]=1[CH2:8][OH:9].[CH2:23](OC1C(=O)C=C(CNS(C2C=CC=CC=2)(=O)=O)OC=1CO)[C:24]1[CH:29]=[CH:28][CH:27]=[CH:26][CH:25]=1.